From a dataset of Reaction yield outcomes from USPTO patents with 853,638 reactions. Predict the reaction yield, written as a fraction of the theoretical maximum amount of product (1.0 means a 100% yield; for example, 0.34 means a 34% yield). (1) The reactants are [Cl:1][C:2]1[C:11]([NH:12][NH2:13])=[N:10][C:9]2[C:4](=[CH:5][CH:6]=[C:7]([Cl:14])[CH:8]=2)[N:3]=1.Cl.[N:16]([O-])=O.[Na+]. The catalyst is O. The product is [Cl:1][C:2]1[C:11]2[N:10]([N:16]=[N:13][N:12]=2)[C:9]2[C:4]([N:3]=1)=[CH:5][CH:6]=[C:7]([Cl:14])[CH:8]=2. The yield is 0.950. (2) The reactants are [NH2:1][C:2]1[CH:7]=[C:6]([C:8]2[S:9][C:10]([C:23]3[NH:27][CH:26]=[N:25][N:24]=3)=[C:11]([C:15]3[CH:20]=[CH:19][C:18]([Cl:21])=[CH:17][C:16]=3[Cl:22])[C:12]=2[C:13]#[N:14])[CH:5]=[CH:4][N:3]=1.N1C=CC=CC=1.[CH:34]1([C:37](Cl)=[O:38])[CH2:36][CH2:35]1.C(=O)(O)[O-].[Na+]. The catalyst is C(Cl)Cl. The product is [C:13]([C:12]1[C:11]([C:15]2[CH:20]=[CH:19][C:18]([Cl:21])=[CH:17][C:16]=2[Cl:22])=[C:10]([C:23]2[NH:27][CH:26]=[N:25][N:24]=2)[S:9][C:8]=1[C:6]1[CH:5]=[CH:4][N:3]=[C:2]([NH:1][C:37]([CH:34]2[CH2:36][CH2:35]2)=[O:38])[CH:7]=1)#[N:14]. The yield is 0.360.